Dataset: Catalyst prediction with 721,799 reactions and 888 catalyst types from USPTO. Task: Predict which catalyst facilitates the given reaction. Reactant: C[O:2][C:3](=[O:25])[CH:4]([N:11]1[C:16](=[O:17])[CH:15]=[C:14]([O:18][CH2:19][CH:20]2[CH2:24][CH2:23][CH2:22][CH2:21]2)[CH:13]=[N:12]1)[CH2:5][CH:6]1[CH2:10][CH2:9][CH2:8][CH2:7]1.[OH-].[Na+]. Product: [CH:6]1([CH2:5][CH:4]([N:11]2[C:16](=[O:17])[CH:15]=[C:14]([O:18][CH2:19][CH:20]3[CH2:21][CH2:22][CH2:23][CH2:24]3)[CH:13]=[N:12]2)[C:3]([OH:25])=[O:2])[CH2:7][CH2:8][CH2:9][CH2:10]1. The catalyst class is: 5.